Predict the product of the given reaction. From a dataset of Forward reaction prediction with 1.9M reactions from USPTO patents (1976-2016). The product is: [O:1]1[C:5]2[CH:6]=[CH:7][C:8]([C:10]3[NH:28][C:27]4[N:26]([N:25]=[CH:24][C:23]=4[C:17]4[CH:22]=[CH:21][CH:20]=[CH:19][CH:18]=4)[C:12](=[O:14])[CH:11]=3)=[CH:9][C:4]=2[CH:3]=[CH:2]1. Given the reactants [O:1]1[C:5]2[CH:6]=[CH:7][C:8]([C:10](=O)[CH2:11][C:12]([O:14]C)=O)=[CH:9][C:4]=2[CH:3]=[CH:2]1.[C:17]1([C:23]2[CH:24]=[N:25][NH:26][C:27]=2[NH2:28])[CH:22]=[CH:21][CH:20]=[CH:19][CH:18]=1, predict the reaction product.